This data is from Reaction yield outcomes from USPTO patents with 853,638 reactions. The task is: Predict the reaction yield, written as a fraction of the theoretical maximum amount of product (1.0 means a 100% yield; for example, 0.34 means a 34% yield). (1) The reactants are [Cl:1][C:2]1[C:3]([O:12][C:13]2[CH:18]=[C:17]([O:19][CH2:20][CH2:21][O:22][CH3:23])[CH:16]=[CH:15][C:14]=2[CH2:24][CH2:25][CH2:26][OH:27])=[N:4][CH:5]=[C:6]([C:8]([F:11])([F:10])[F:9])[CH:7]=1.Cl[S:29]([N:32]=[C:33]=[O:34])(=[O:31])=[O:30].[N:35]1[CH:40]=[CH:39][CH:38]=[CH:37][C:36]=1[CH2:41][CH2:42][NH2:43].[Cl-].[NH4+]. The product is [N:35]1[CH:40]=[CH:39][CH:38]=[CH:37][C:36]=1[CH2:41][CH2:42][NH:43][S:29]([NH:32][C:33](=[O:34])[O:27][CH2:26][CH2:25][CH2:24][C:14]1[CH:15]=[CH:16][C:17]([O:19][CH2:20][CH2:21][O:22][CH3:23])=[CH:18][C:13]=1[O:12][C:3]1[C:2]([Cl:1])=[CH:7][C:6]([C:8]([F:9])([F:11])[F:10])=[CH:5][N:4]=1)(=[O:31])=[O:30]. The yield is 0.580. The catalyst is ClCCl.C(OCC)(=O)C.N1C=CC=CC=1. (2) The reactants are [CH2:1]([C@H:5]1[CH2:9][N:8]([C@H](C2C=CC=CC=2)C)[C:7](=[O:18])[CH2:6]1)[CH2:2][CH2:3][CH3:4].N.[Na]. The catalyst is O1CCCC1. The product is [CH2:1]([C@H:5]1[CH2:9][NH:8][C:7](=[O:18])[CH2:6]1)[CH2:2][CH2:3][CH3:4]. The yield is 0.870. (3) The reactants are Cl[C:2]([O:4][CH2:5][C:6]1[CH:11]=[CH:10][CH:9]=[CH:8][CH:7]=1)=[O:3].S(O)(O)(=O)=O.[CH3:17][S:18][C:19](=[NH:21])[NH2:20]. The catalyst is ClCCl. The product is [CH2:5]([O:4][C:2]([NH:21][C:19](=[N:20][C:2]([O:4][CH2:5][C:6]1[CH:11]=[CH:10][CH:9]=[CH:8][CH:7]=1)=[O:3])[S:18][CH3:17])=[O:3])[C:6]1[CH:11]=[CH:10][CH:9]=[CH:8][CH:7]=1. The yield is 0.820. (4) The reactants are [Cl:1][C:2]1[CH:3]=[N:4][C:5]2[C:10]([CH:11]=1)=[CH:9][C:8]([CH2:12][C:13]1[CH:14]=[C:15]([CH:19]=[CH:20][N:21]=1)[C:16]([OH:18])=O)=[CH:7][CH:6]=2.[NH2:22][CH2:23][C:24]1[C:25]([CH3:32])=[CH:26][C:27]([NH2:31])=[N:28][C:29]=1[CH3:30].CN(C(ON1N=NC2C=CC=NC1=2)=[N+](C)C)C.[F:50][P-](F)(F)(F)(F)F.CCN(CC)CC. The catalyst is CN(C=O)C. The product is [NH2:31][C:27]1[N:28]=[C:29]([CH3:30])[C:24]([CH2:23][NH:22][C:16](=[O:18])[C:15]2[CH:19]=[CH:20][N:21]=[C:13]([CH2:12][C:8]3[CH:9]=[C:10]4[C:5](=[C:6]([F:50])[CH:7]=3)[N:4]=[CH:3][C:2]([Cl:1])=[CH:11]4)[CH:14]=2)=[C:25]([CH3:32])[CH:26]=1. The yield is 0.290. (5) The reactants are [CH3:1][C:2]1[CH:3]=[CH:4][C:5]2[O:10][CH2:9][C:8](=[O:11])[NH:7][C:6]=2[CH:12]=1.[Br:13]Br. The catalyst is C(Cl)Cl.C1COCC1. The product is [Br:13][C:3]1[C:2]([CH3:1])=[CH:12][C:6]2[NH:7][C:8](=[O:11])[CH2:9][O:10][C:5]=2[CH:4]=1. The yield is 0.800.